Dataset: NCI-60 drug combinations with 297,098 pairs across 59 cell lines. Task: Regression. Given two drug SMILES strings and cell line genomic features, predict the synergy score measuring deviation from expected non-interaction effect. (1) Drug 1: CN(C)N=NC1=C(NC=N1)C(=O)N. Drug 2: CCC1=C2CN3C(=CC4=C(C3=O)COC(=O)C4(CC)O)C2=NC5=C1C=C(C=C5)O. Cell line: A549. Synergy scores: CSS=22.5, Synergy_ZIP=2.44, Synergy_Bliss=5.15, Synergy_Loewe=-7.12, Synergy_HSA=4.65. (2) Drug 1: CC1OCC2C(O1)C(C(C(O2)OC3C4COC(=O)C4C(C5=CC6=C(C=C35)OCO6)C7=CC(=C(C(=C7)OC)O)OC)O)O. Drug 2: CC12CCC3C(C1CCC2OP(=O)(O)O)CCC4=C3C=CC(=C4)OC(=O)N(CCCl)CCCl.[Na+]. Cell line: COLO 205. Synergy scores: CSS=51.4, Synergy_ZIP=-0.294, Synergy_Bliss=1.93, Synergy_Loewe=-50.2, Synergy_HSA=1.95.